From a dataset of Catalyst prediction with 721,799 reactions and 888 catalyst types from USPTO. Predict which catalyst facilitates the given reaction. (1) Reactant: [NH:1]([C:8]([C:11]1[N:12]([CH3:26])[C:13]([C:16]2[CH:25]=[CH:24][C:19]([C:20](OC)=[O:21])=[CH:18][CH:17]=2)=[N:14][N:15]=1)([CH3:10])[CH3:9])[C:2]1[CH:7]=[CH:6][CH:5]=[CH:4][CH:3]=1.C[NH2:28]. Product: [NH:1]([C:8]([C:11]1[N:12]([CH3:26])[C:13]([C:16]2[CH:25]=[CH:24][C:19]([C:20]([NH2:28])=[O:21])=[CH:18][CH:17]=2)=[N:14][N:15]=1)([CH3:9])[CH3:10])[C:2]1[CH:7]=[CH:6][CH:5]=[CH:4][CH:3]=1. The catalyst class is: 5. (2) Reactant: Cl.[NH2:2][CH2:3][C:4]1[CH:5]=[CH:6][C:7]([Cl:14])=[C:8]([CH:13]=1)[C:9]([O:11][CH3:12])=[O:10].CCN(C(C)C)C(C)C.[C:24](Cl)(=[O:29])[C:25]([CH3:28])([CH3:27])[CH3:26]. Product: [Cl:14][C:7]1[CH:6]=[CH:5][C:4]([CH2:3][NH:2][C:24](=[O:29])[C:25]([CH3:28])([CH3:27])[CH3:26])=[CH:13][C:8]=1[C:9]([O:11][CH3:12])=[O:10]. The catalyst class is: 1.